Dataset: Blood-brain barrier permeability regression values from the B3DB database. Task: Regression/Classification. Given a drug SMILES string, predict its absorption, distribution, metabolism, or excretion properties. Task type varies by dataset: regression for continuous measurements (e.g., permeability, clearance, half-life) or binary classification for categorical outcomes (e.g., BBB penetration, CYP inhibition). For this dataset (b3db_regression), we predict Y. (1) The molecule is C1CN(CCC1NC2=CC=CC(=C2)C(F)(F)F)CCCCNC(=O)C3=CC=C(C=C3)Br. The Y is 1.18 log(BB ratio). (2) The Y is -0.0500 log(BB ratio). The molecule is C1C2CNCC1C3=CC=C(C(=O)N3C2)Br.